This data is from Forward reaction prediction with 1.9M reactions from USPTO patents (1976-2016). The task is: Predict the product of the given reaction. (1) Given the reactants [CH2:1]([N:3]([CH2:7][CH3:8])[CH2:4][CH2:5][NH2:6])[CH3:2].[CH3:9][N:10]([CH3:15])[CH2:11][CH:12](Cl)[CH3:13], predict the reaction product. The product is: [CH2:1]([N:3]([CH2:7][CH3:8])[CH2:4][CH2:5][NH:6][CH:12]([CH3:13])[CH2:11][N:10]([CH3:15])[CH3:9])[CH3:2]. (2) Given the reactants [C:1](=[O:18])([O:7][C:8]1[CH:13]=[CH:12][C:11]([CH:14]([CH3:16])[CH3:15])=[C:10]([OH:17])[CH:9]=1)[O:2][C:3]([CH3:6])([CH3:5])[CH3:4].Cl[S:20]([N:23]=C=O)(=[O:22])=[O:21].C(O)=O.CC#N, predict the reaction product. The product is: [S:20](=[O:22])(=[O:21])([O:17][C:10]1[CH:9]=[C:8]([O:7][C:1]([O:2][C:3]([CH3:5])([CH3:6])[CH3:4])=[O:18])[CH:13]=[CH:12][C:11]=1[CH:14]([CH3:15])[CH3:16])[NH2:23].